This data is from Full USPTO retrosynthesis dataset with 1.9M reactions from patents (1976-2016). The task is: Predict the reactants needed to synthesize the given product. (1) The reactants are: [CH:1]([C:3]1[S:7][C:6]([C:8]2([C:11]#[N:12])[CH2:10][CH2:9]2)=[CH:5][CH:4]=1)=[O:2].CC(=C(C)C)C.[O-:19]Cl=O.[Na+]. Given the product [C:11]([C:8]1([C:6]2[S:7][C:3]([C:1]([OH:19])=[O:2])=[CH:4][CH:5]=2)[CH2:10][CH2:9]1)#[N:12], predict the reactants needed to synthesize it. (2) The reactants are: Br[C:2]1[CH:3]=[C:4]2[N:10]=[C:9]([C@@H:11]([N:13](COCC[Si](C)(C)C)[C:14](=[O:23])[O:15][CH2:16][C:17]3[CH:22]=[CH:21][CH:20]=[CH:19][CH:18]=3)[CH3:12])[N:8](COCC[Si](C)(C)C)[C:5]2=[N:6][CH:7]=1.[CH2:40]([C@@H:42]1[CH2:51][C:50]2[N:49]=[C:48]([CH3:52])[N:47]=[C:46]([N:53]3[CH2:59][C:58]4[CH:60]=[C:61](B(O)O)[CH:62]=[CH:63][C:57]=4[O:56][CH2:55][CH2:54]3)[C:45]=2[CH2:44][CH2:43]1)[CH3:41]. Given the product [C:17]1([CH2:16][O:15][C:14](=[O:23])[NH:13][C@H:11]([C:9]2[NH:10][C:4]3[C:5]([N:8]=2)=[N:6][CH:7]=[C:2]([C:61]2[CH:62]=[CH:63][C:57]4[O:56][CH2:55][CH2:54][N:53]([C:46]5[C:45]6[CH2:44][CH2:43][C@H:42]([CH2:40][CH3:41])[CH2:51][C:50]=6[N:49]=[C:48]([CH3:52])[N:47]=5)[CH2:59][C:58]=4[CH:60]=2)[CH:3]=3)[CH3:12])[CH:18]=[CH:19][CH:20]=[CH:21][CH:22]=1, predict the reactants needed to synthesize it. (3) Given the product [CH:9]([N:8]([C:12](=[O:31])/[CH:13]=[CH:14]/[C:15]1[C:23]2[C:18](=[CH:19][CH:20]=[CH:21][CH:22]=2)[N:17]([C:24]([O:26][C:27]([CH3:29])([CH3:28])[CH3:30])=[O:25])[CH:16]=1)[NH:7][C:5](=[O:6])[C:4]1[CH:32]=[CH:33][CH:34]=[C:2]([O:1][CH2:62][CH2:63][N:64]2[CH2:71][CH2:35][O:38][CH2:66][CH2:65]2)[CH:3]=1)([CH3:11])[CH3:10], predict the reactants needed to synthesize it. The reactants are: [OH:1][C:2]1[CH:3]=[C:4]([CH:32]=[CH:33][CH:34]=1)[C:5]([NH:7][N:8]([C:12](=[O:31])/[CH:13]=[CH:14]/[C:15]1[C:23]2[C:18](=[CH:19][CH:20]=[CH:21][CH:22]=2)[N:17]([C:24]([O:26][C:27]([CH3:30])([CH3:29])[CH3:28])=[O:25])[CH:16]=1)[CH:9]([CH3:11])[CH3:10])=[O:6].[C:35]([O-:38])([O-])=O.[K+].[K+].BrCCBr.BrCCOC1C=C(C=CC=1)C(NN(C(=O)/C=C/[C:62]1C2[C:65](=[CH:66]C=CC=2)[N:64]([C:71](OC(C)(C)C)=O)[CH:63]=1)C(C)C)=O.